This data is from Full USPTO retrosynthesis dataset with 1.9M reactions from patents (1976-2016). The task is: Predict the reactants needed to synthesize the given product. (1) Given the product [Br:1][C:2]1[CH:15]=[CH:14][C:13]2[C:4](=[C:5]([C:33]3[CH:34]=[CH:35][CH:36]=[CH:37][CH:38]=3)[C:6]3[CH:7]=[C:8]4[C:29]([CH3:30])([CH3:31])[C:28]5[C:23](=[CH:24][CH:25]=[CH:26][CH:27]=5)[C:9]4=[CH:10][C:11]=3[C:12]=2[C:17]2[CH:18]=[CH:19][CH:20]=[CH:21][CH:22]=2)[CH:3]=1, predict the reactants needed to synthesize it. The reactants are: [Br:1][C:2]1[CH:15]=[CH:14][C:13]2[C:12]([C:17]3[CH:22]=[CH:21][CH:20]=[CH:19][CH:18]=3)(O)[C:11]3[CH:10]=[C:9]4[C:23]5[C:28]([C:29]([CH3:31])([CH3:30])[C:8]4=[CH:7][C:6]=3[C:5]([C:33]3[CH:38]=[CH:37][CH:36]=[CH:35][CH:34]=3)(O)[C:4]=2[CH:3]=1)=[CH:27][CH:26]=[CH:25][CH:24]=5.[I-].[K+].[PH2]([O-])=O.[Na+]. (2) Given the product [NH2:1][C:2]1[N:7]=[C:6]([N:8]2[CH2:22][CH2:21][C:11]3([CH2:15][NH:14][C@H:13]([C:16]([OH:18])=[O:17])[CH2:12]3)[CH2:10][CH2:9]2)[CH:5]=[C:4]([O:23][C@H:24]([C:29]2[CH:34]=[CH:33][C:32]([CH2:35][CH2:36][CH2:37][C:38]([OH:40])=[O:39])=[CH:31][C:30]=2[N:42]2[CH:46]=[CH:45][C:44]([CH3:47])=[N:43]2)[C:25]([F:28])([F:27])[F:26])[N:3]=1, predict the reactants needed to synthesize it. The reactants are: [NH2:1][C:2]1[N:7]=[C:6]([N:8]2[CH2:22][CH2:21][C:11]3([CH2:15][NH:14][C@H:13]([C:16]([O:18]CC)=[O:17])[CH2:12]3)[CH2:10][CH2:9]2)[CH:5]=[C:4]([O:23][C@H:24]([C:29]2[CH:34]=[CH:33][C:32]([CH2:35][CH2:36][CH2:37][C:38]([O:40]C)=[O:39])=[CH:31][C:30]=2[N:42]2[CH:46]=[CH:45][C:44]([CH3:47])=[N:43]2)[C:25]([F:28])([F:27])[F:26])[N:3]=1.[Li+].[OH-]. (3) Given the product [Br:1][C:2]1[CH:3]=[CH:4][C:5]([C:8]2[C:12]3[CH:13]=[CH:14][C:15]([C:17]#[C:18][CH2:19][CH2:20][CH2:21][O:22][S:24]([CH3:23])(=[O:26])=[O:25])=[CH:16][C:11]=3[S:10][N:9]=2)=[CH:6][CH:7]=1, predict the reactants needed to synthesize it. The reactants are: [Br:1][C:2]1[CH:7]=[CH:6][C:5]([C:8]2[C:12]3[CH:13]=[CH:14][C:15]([C:17]#[C:18][CH2:19][CH2:20][CH2:21][OH:22])=[CH:16][C:11]=3[S:10][N:9]=2)=[CH:4][CH:3]=1.[CH3:23][S:24](Cl)(=[O:26])=[O:25]. (4) Given the product [CH2:3]([C@@:6]1([C:28]2[CH:33]=[CH:32][C:31]([F:34])=[CH:30][CH:29]=2)[O:11][C:10](=[O:12])[N:9]([C@H:13]([C:15]2[CH:16]=[CH:17][C:18]([C:21]3[CH:26]=[CH:25][C:24](=[O:27])[N:23]([CH3:35])[CH:22]=3)=[CH:19][CH:20]=2)[CH3:14])[CH2:8][CH2:7]1)[CH:4]=[CH2:5], predict the reactants needed to synthesize it. The reactants are: [H-].[Na+].[CH2:3]([C@@:6]1([C:28]2[CH:33]=[CH:32][C:31]([F:34])=[CH:30][CH:29]=2)[O:11][C:10](=[O:12])[N:9]([C@H:13]([C:15]2[CH:20]=[CH:19][C:18]([C:21]3[CH:26]=[CH:25][C:24](=[O:27])[NH:23][CH:22]=3)=[CH:17][CH:16]=2)[CH3:14])[CH2:8][CH2:7]1)[CH:4]=[CH2:5].[CH3:35]I.